This data is from Full USPTO retrosynthesis dataset with 1.9M reactions from patents (1976-2016). The task is: Predict the reactants needed to synthesize the given product. (1) The reactants are: [CH:1]([C:4]1[NH:5][C:6]2[CH:12]=[CH:11][CH:10]=[CH:9][C:7]=2[N:8]=1)([CH3:3])[CH3:2].Cl[C:14]1[N:22]=[C:21]2[C:17]([N:18]=[C:19]([CH2:24][N:25]3[CH2:30][CH2:29][CH:28]([C:31]([OH:34])([CH3:33])[CH3:32])[CH2:27][CH2:26]3)[N:20]2[CH3:23])=[C:16]([N:35]2[CH2:40][CH2:39][O:38][CH2:37][CH2:36]2)[N:15]=1. Given the product [CH:1]([C:4]1[N:5]([C:14]2[N:22]=[C:21]3[C:17]([N:18]=[C:19]([CH2:24][N:25]4[CH2:30][CH2:29][CH:28]([C:31]([OH:34])([CH3:33])[CH3:32])[CH2:27][CH2:26]4)[N:20]3[CH3:23])=[C:16]([N:35]3[CH2:36][CH2:37][O:38][CH2:39][CH2:40]3)[N:15]=2)[C:6]2[CH:12]=[CH:11][CH:10]=[CH:9][C:7]=2[N:8]=1)([CH3:3])[CH3:2], predict the reactants needed to synthesize it. (2) The reactants are: Br[CH2:2][CH2:3][O:4][C:5]1[CH:10]=[CH:9][C:8]([N+:11]([O-:13])=[O:12])=[CH:7][C:6]=1[O:14][CH3:15].[CH:16]1([CH2:19][NH:20][CH2:21][CH2:22][CH3:23])[CH2:18][CH2:17]1. Given the product [CH:16]1([CH2:19][N:20]([CH2:2][CH2:3][O:4][C:5]2[CH:10]=[CH:9][C:8]([N+:11]([O-:13])=[O:12])=[CH:7][C:6]=2[O:14][CH3:15])[CH2:21][CH2:22][CH3:23])[CH2:18][CH2:17]1, predict the reactants needed to synthesize it. (3) Given the product [NH2:37][C:32]1[CH:31]=[C:30]([F:29])[CH:35]=[CH:34][C:33]=1[NH:36][C:26]([C:22]1[C:23]2[C:18](=[CH:17][C:16]([O:15][C:6]3[C:5]4[C:10](=[CH:11][C:12]([O:13][CH3:14])=[C:3]([O:2][CH3:1])[CH:4]=4)[N:9]=[CH:8][CH:7]=3)=[CH:25][CH:24]=2)[CH:19]=[CH:20][CH:21]=1)=[O:28], predict the reactants needed to synthesize it. The reactants are: [CH3:1][O:2][C:3]1[CH:4]=[C:5]2[C:10](=[CH:11][C:12]=1[O:13][CH3:14])[N:9]=[CH:8][CH:7]=[C:6]2[O:15][C:16]1[CH:17]=[C:18]2[C:23](=[CH:24][CH:25]=1)[C:22]([C:26]([OH:28])=O)=[CH:21][CH:20]=[CH:19]2.[F:29][C:30]1[CH:35]=[CH:34][C:33]([NH2:36])=[C:32]([NH2:37])[CH:31]=1. (4) Given the product [C:13]([O:12][C:11](=[O:17])[NH:10][C:7]1[S:8][CH:9]=[C:5]([CH2:4][NH2:1])[N:6]=1)([CH3:16])([CH3:14])[CH3:15], predict the reactants needed to synthesize it. The reactants are: [N:1]([CH2:4][C:5]1[N:6]=[C:7]([NH:10][C:11](=[O:17])[O:12][C:13]([CH3:16])([CH3:15])[CH3:14])[S:8][CH:9]=1)=[N+]=[N-]. (5) Given the product [CH2:27]([N:29]1[C:2]2[CH:3]=[C:4]([S:11][C:12]3[N:16]4[N:17]=[C:18]([C:21]5[CH:22]=[N:23][N:24]([CH3:26])[CH:25]=5)[CH:19]=[CH:20][C:15]4=[N:14][N:13]=3)[CH:5]=[CH:6][C:7]=2[N:8]=[CH:30]1)[CH3:28], predict the reactants needed to synthesize it. The reactants are: F[C:2]1[CH:3]=[C:4]([S:11][C:12]2[N:16]3[N:17]=[C:18]([C:21]4[CH:22]=[N:23][N:24]([CH3:26])[CH:25]=4)[CH:19]=[CH:20][C:15]3=[N:14][N:13]=2)[CH:5]=[CH:6][C:7]=1[N+:8]([O-])=O.[CH2:27]([NH2:29])[CH3:28].[CH2:30]1COCC1. (6) Given the product [Br:1][C:2]1[CH:7]=[CH:6][CH:5]=[C:4]([CH2:8][CH2:9][CH2:10][CH3:11])[CH:3]=1, predict the reactants needed to synthesize it. The reactants are: [Br:1][C:2]1[CH:3]=[C:4]([C:8](=O)[CH2:9][CH2:10][CH3:11])[CH:5]=[CH:6][CH:7]=1.COCCOCCOC.NN.[OH-].[K+].